Predict the reactants needed to synthesize the given product. From a dataset of Full USPTO retrosynthesis dataset with 1.9M reactions from patents (1976-2016). (1) Given the product [CH2:1]([O:3][C:4]1[CH:5]=[C:6]2[C:10](=[CH:11][C:12]=1[O:13][CH2:14][CH2:15][CH2:16][OH:17])[C:9]1=[N:44][NH:45][C:33]([NH:32][C:28]3[CH:29]=[CH:30][CH:31]=[C:26]([F:25])[CH:27]=3)=[C:8]1[CH2:7]2)[CH3:2], predict the reactants needed to synthesize it. The reactants are: [CH2:1]([O:3][C:4]1[CH:5]=[C:6]2[C:10](=[CH:11][C:12]=1[O:13][CH2:14][CH2:15][CH2:16][O:17]C1CCCCO1)[C:9](=O)[CH2:8][CH2:7]2)[CH3:2].[F:25][C:26]1[CH:27]=[C:28]([N:32]=[C:33]=S)[CH:29]=[CH:30][CH:31]=1.C[Si](C)(C)[Si](C)(C)C.[Li].[NH2:44][NH2:45].C(O)(=O)C. (2) Given the product [Cl:1][C:2]1[N:3]=[C:4]([N:22]2[CH2:21][CH2:20][N:19]([C:25]([O:27][C:28]([CH3:31])([CH3:30])[CH3:29])=[O:26])[CH2:24][CH2:23]2)[C:5]2[CH2:10][CH2:9][CH:8]([C:11]3[CH:16]=[CH:15][C:14]([F:17])=[CH:13][CH:12]=3)[C:6]=2[N:7]=1, predict the reactants needed to synthesize it. The reactants are: [Cl:1][C:2]1[N:3]=[C:4](Cl)[C:5]2[CH2:10][CH2:9][CH:8]([C:11]3[CH:16]=[CH:15][C:14]([F:17])=[CH:13][CH:12]=3)[C:6]=2[N:7]=1.[N:19]1([C:25]([O:27][C:28]([CH3:31])([CH3:30])[CH3:29])=[O:26])[CH2:24][CH2:23][NH:22][CH2:21][CH2:20]1. (3) Given the product [C:21]([CH2:6][C@H:7]1[CH2:12][CH2:11][C@H:10]([NH:13][C:14](=[O:15])[O:16][C:17]([CH3:20])([CH3:19])[CH3:18])[CH2:9][CH2:8]1)#[N:22], predict the reactants needed to synthesize it. The reactants are: CS(O[CH2:6][C@H:7]1[CH2:12][CH2:11][C@H:10]([NH:13][C:14]([O:16][C:17]([CH3:20])([CH3:19])[CH3:18])=[O:15])[CH2:9][CH2:8]1)(=O)=O.[C-:21]#[N:22].[Na+]. (4) The reactants are: [NH2:1][C:2]1[CH:3]=[C:4]([C:8]2[CH:13]=[CH:12][CH:11]=[CH:10][CH:9]=2)[CH:5]=[CH:6][CH:7]=1.[C:14]([O:18][CH3:19])(=[O:17])[CH:15]=[CH2:16]. Given the product [CH3:19][O:18][C:14](=[O:17])[CH2:15][CH2:16][NH:1][C:2]1[CH:3]=[C:4]([C:8]2[CH:9]=[CH:10][CH:11]=[CH:12][CH:13]=2)[CH:5]=[CH:6][CH:7]=1, predict the reactants needed to synthesize it. (5) Given the product [Cl:18][C:16]1[CH:17]=[C:12]([NH:8][C:5]2[CH:4]=[CH:3][C:2]([F:1])=[CH:7][N:6]=2)[C:13]2[N:14]([C:19]([C:22]([NH:24][C:25]3[CH:30]=[CH:29][N:28]=[CH:27][C:26]=3[F:31])=[O:23])=[CH:20][N:21]=2)[N:15]=1, predict the reactants needed to synthesize it. The reactants are: [F:1][C:2]1[CH:3]=[CH:4][C:5]([NH2:8])=[N:6][CH:7]=1.[H-].[Na+].Br[C:12]1[C:13]2[N:14]([C:19]([C:22]([NH:24][C:25]3[CH:30]=[CH:29][N:28]=[CH:27][C:26]=3[F:31])=[O:23])=[CH:20][N:21]=2)[N:15]=[C:16]([Cl:18])[CH:17]=1.O. (6) Given the product [CH:13]([O:12][C:11]1[CH:10]=[CH:9][C:4]([C:5]([OH:7])=[O:6])=[CH:3][C:2]=1[C:17]([F:22])([F:21])[F:16])([CH3:15])[CH3:14], predict the reactants needed to synthesize it. The reactants are: Br[C:2]1[CH:3]=[C:4]([CH:9]=[CH:10][C:11]=1[O:12][CH:13]([CH3:15])[CH3:14])[C:5]([O:7]C)=[O:6].[F:16][C:17]([F:22])([F:21])C([O-])=O.[K+].C1(C)C=CC=CC=1.[OH-].[Na+].